From a dataset of Reaction yield outcomes from USPTO patents with 853,638 reactions. Predict the reaction yield, written as a fraction of the theoretical maximum amount of product (1.0 means a 100% yield; for example, 0.34 means a 34% yield). (1) The reactants are [BH4-].[Na+].[CH3:3][O:4][C:5]([C:7]1([C:10]2[CH:11]=[C:12]3[C:17](=[CH:18][CH:19]=2)[O:16][CH2:15][CH2:14][C:13]3=O)[CH2:9][CH2:8]1)=[O:6]. The catalyst is FC(F)(F)C(O)=O. The product is [CH3:3][O:4][C:5]([C:7]1([C:10]2[CH:11]=[C:12]3[C:17](=[CH:18][CH:19]=2)[O:16][CH2:15][CH2:14][CH2:13]3)[CH2:8][CH2:9]1)=[O:6]. The yield is 0.920. (2) The reactants are [I-:1].[Li+].CS(O[CH2:8][C:9]1[CH:14]=[C:13]([N:15]2[CH2:20][CH2:19][O:18][CH2:17][C@H:16]2[CH3:21])[N:12]=[C:11]([Cl:22])[N:10]=1)(=O)=O. The catalyst is O1CCOCC1. The product is [Cl:22][C:11]1[N:12]=[C:13]([N:15]2[CH2:20][CH2:19][O:18][CH2:17][C@H:16]2[CH3:21])[CH:14]=[C:9]([CH2:8][I:1])[N:10]=1. The yield is 0.660. (3) The reactants are C(Cl)Cl.[C:4]([NH:8][S:9]([C:12]1[CH:17]=[CH:16][CH:15]=[C:14](B2OC(C)(C)C(C)(C)O2)[CH:13]=1)(=[O:11])=[O:10])([CH3:7])([CH3:6])[CH3:5].Br[C:28]1[N:33]=[C:32]([NH:34][C:35]2[CH:39]=[C:38]([CH:40]3[CH2:42][CH2:41]3)[NH:37][N:36]=2)[C:31]([C:43]#[C:44][Si](C)(C)C)=[CH:30][N:29]=1.C([O-])([O-])=O.[Na+].[Na+]. The catalyst is O1CCOCC1.C1C=CC(P(C2C=CC=CC=2)[C-]2C=CC=C2)=CC=1.C1C=CC(P(C2C=CC=CC=2)[C-]2C=CC=C2)=CC=1.Cl[Pd]Cl.[Fe+2]. The product is [C:4]([NH:8][S:9]([C:12]1[CH:17]=[CH:16][CH:15]=[C:14]([C:28]2[N:33]=[C:32]([NH:34][C:35]3[NH:36][N:37]=[C:38]([CH:40]4[CH2:42][CH2:41]4)[CH:39]=3)[C:31]([C:43]#[CH:44])=[CH:30][N:29]=2)[CH:13]=1)(=[O:10])=[O:11])([CH3:5])([CH3:6])[CH3:7]. The yield is 0.230. (4) The reactants are [Li+].CC([N-]C(C)C)C.[CH2:9]([O:11][C:12](=[O:21])[CH:13]([C:15]1[CH:20]=[CH:19][CH:18]=[CH:17][CH:16]=1)[CH3:14])[CH3:10].Br[CH2:23][CH2:24][CH2:25][CH2:26][CH2:27][Br:28].[NH4+].[Cl-]. The catalyst is C1COCC1.CN1C(=O)N(C)CCC1. The product is [Br:28][CH2:27][CH2:26][CH2:25][CH2:24][CH2:23][C:13]([CH3:14])([C:15]1[CH:20]=[CH:19][CH:18]=[CH:17][CH:16]=1)[C:12]([O:11][CH2:9][CH3:10])=[O:21]. The yield is 0.580. (5) The reactants are [F-].[K+].C[Si](C)(C)[C:5]([F:8])([F:7])[F:6].[Cl:11][C:12]1[N:19]=[C:18]([Cl:20])[C:17](I)=[CH:16][C:13]=1[C:14]#[N:15].N. The catalyst is CN(C=O)C.[Cu]I.C1COCC1. The product is [Cl:11][C:12]1[N:19]=[C:18]([Cl:20])[C:17]([C:5]([F:8])([F:7])[F:6])=[CH:16][C:13]=1[C:14]#[N:15]. The yield is 0.375. (6) The reactants are [Br:1][C:2]1[CH:7]=[C:6]([Cl:8])[CH:5]=[C:4]([Cl:9])[C:3]=1[OH:10].C([O-])([O-])=O.[K+].[K+].[F:17][CH:18]([F:25])[CH2:19]OS(C)(=O)=O. The yield is 0.790. The product is [Br:1][C:2]1[CH:7]=[C:6]([Cl:8])[CH:5]=[C:4]([Cl:9])[C:3]=1[O:10][CH2:19][CH:18]([F:25])[F:17]. The catalyst is CN(C=O)C. (7) The reactants are [N:1]1[C:10]2[C:5](=[CH:6][CH:7]=[CH:8][CH:9]=2)[CH:4]=[CH:3][C:2]=1[CH2:11][O:12][C:13]1[CH:18]=[CH:17][C:16]([CH2:19][CH2:20][N:21]2[CH2:26][CH2:25][C:24](=[C:27]3[C:33]4[CH:34]=[CH:35][CH:36]=[CH:37][C:32]=4[CH2:31][CH2:30][N:29]4[C:38]([CH:41]=O)=[CH:39][N:40]=[C:28]34)[CH2:23][CH2:22]2)=[CH:15][CH:14]=1.CSCS(C)=[O:47].C1[CH2:53][O:52][CH2:51]C1. The catalyst is [OH-].C([N+](C)(C)C)C1C=CC=CC=1. The product is [N:1]1[C:10]2[C:5](=[CH:6][CH:7]=[CH:8][CH:9]=2)[CH:4]=[CH:3][C:2]=1[CH2:11][O:12][C:13]1[CH:14]=[CH:15][C:16]([CH2:19][CH2:20][N:21]2[CH2:26][CH2:25][C:24](=[C:27]3[C:33]4[CH:34]=[CH:35][CH:36]=[CH:37][C:32]=4[CH2:31][CH2:30][N:29]4[C:38]([CH2:41][C:51]([O:52][CH3:53])=[O:47])=[CH:39][N:40]=[C:28]34)[CH2:23][CH2:22]2)=[CH:17][CH:18]=1. The yield is 0.300.